From a dataset of Forward reaction prediction with 1.9M reactions from USPTO patents (1976-2016). Predict the product of the given reaction. (1) Given the reactants [NH2:1][C:2]1[N:31]=[C:5]2[N:6]([C:21]3[CH:26]=[CH:25][CH:24]=[C:23]([C:27]([F:30])([F:29])[F:28])[CH:22]=3)[C:7]([CH3:20])=[C:8]([C:18]#[N:19])[C@@H:9]([C:10]3[CH:15]=[CH:14][C:13]([C:16]#[N:17])=[CH:12][CH:11]=3)[N:4]2[N:3]=1.ClC(OC1C=CC([N+]([O-])=O)=CC=1)=[O:34].[CH2:45]([N:47]([CH2:50]C)CC)C.CN, predict the reaction product. The product is: [C:18]([C:8]1[C@@H:9]([C:10]2[CH:15]=[CH:14][C:13]([C:16]#[N:17])=[CH:12][CH:11]=2)[N:4]2[N:3]=[C:2]([NH:1][C:45]([NH:47][CH3:50])=[O:34])[N:31]=[C:5]2[N:6]([C:21]2[CH:26]=[CH:25][CH:24]=[C:23]([C:27]([F:28])([F:30])[F:29])[CH:22]=2)[C:7]=1[CH3:20])#[N:19]. (2) Given the reactants [F:1][C:2]1[CH:7]=[CH:6][N:5]=[C:4]([NH2:8])[CH:3]=1.[I:9]N1C(=O)CCC1=O, predict the reaction product. The product is: [F:1][C:2]1[C:7]([I:9])=[CH:6][N:5]=[C:4]([NH2:8])[CH:3]=1. (3) Given the reactants [CH:1]1([O:6][C:7](=[O:26])[C@@H:8]([NH:15][CH2:16][C:17]2[CH:22]=[CH:21][CH:20]=[CH:19][C:18]=2[N+:23]([O-:25])=[O:24])[C:9]2[CH:14]=[CH:13][CH:12]=[CH:11][CH:10]=2)[CH2:5][CH2:4][CH2:3][CH2:2]1.C([O-])([O-])=O.[K+].[K+].[C:33](O[C:33]([O:35][C:36]([CH3:39])([CH3:38])[CH3:37])=[O:34])([O:35][C:36]([CH3:39])([CH3:38])[CH3:37])=[O:34].O, predict the reaction product. The product is: [CH:1]1([O:6][C:7](=[O:26])[C@@H:8]([N:15]([C:33]([O:35][C:36]([CH3:39])([CH3:38])[CH3:37])=[O:34])[CH2:16][C:17]2[CH:22]=[CH:21][CH:20]=[CH:19][C:18]=2[N+:23]([O-:25])=[O:24])[C:9]2[CH:14]=[CH:13][CH:12]=[CH:11][CH:10]=2)[CH2:2][CH2:3][CH2:4][CH2:5]1. (4) Given the reactants [CH3:1][Si:2](Cl)([CH3:4])[CH3:3].CC1N(C(N(C)C)=O)C1.[CH2:15]([O:17][C:18]([CH:20]1[CH2:25][CH2:24][C:23](=[O:26])[CH2:22][CH2:21]1)=[O:19])[CH3:16].C(=O)([O-])O.[Na+], predict the reaction product. The product is: [CH2:15]([O:17][C:18]([C@@H:20]1[CH2:25][CH2:24][C:23]([O:26][Si:2]([CH3:4])([CH3:3])[CH3:1])=[CH:22][CH2:21]1)=[O:19])[CH3:16]. (5) Given the reactants [CH3:1][N:2]([C:4]1[CH:9]=[C:8]([C:10]2[CH:15]=[CH:14][CH:13]=[CH:12][CH:11]=2)[N:7]=[C:6]([CH3:16])[N:5]=1)[NH2:3].[CH3:17][C:18]1[CH:23]=[CH:22][C:21]([C:24]([CH3:26])=O)=[CH:20][CH:19]=1, predict the reaction product. The product is: [CH3:1][N:2]([C:4]1[CH:9]=[C:8]([C:10]2[CH:11]=[CH:12][CH:13]=[CH:14][CH:15]=2)[N:7]=[C:6]([CH3:16])[N:5]=1)[N:3]=[C:24]([C:21]1[CH:22]=[CH:23][C:18]([CH3:17])=[CH:19][CH:20]=1)[CH3:26]. (6) The product is: [CH2:11]([O:15][CH2:2][CH2:3][CH2:4][CH2:5][CH2:6][CH2:7][Br:8])[CH2:12][CH:13]=[CH2:14]. Given the reactants Br[CH2:2][CH2:3][CH2:4][CH2:5][CH2:6][CH2:7][Br:8].[OH-].[Na+].[CH2:11]([OH:15])[CH2:12][CH:13]=[CH2:14], predict the reaction product.